Predict which catalyst facilitates the given reaction. From a dataset of Catalyst prediction with 721,799 reactions and 888 catalyst types from USPTO. (1) Reactant: [Cl:1][C:2]1[CH:26]=[CH:25][C:24]([Cl:27])=[CH:23][C:3]=1[O:4][C:5]1[CH:10]=[CH:9][N:8]=[CH:7][C:6]=1[C:11](N1C2C(=CC=CC=2)CCC1)=[O:12].[F:28][C:29]1[C:35]([F:36])=[CH:34][C:32]([NH2:33])=[C:31]([O:37][CH3:38])[CH:30]=1. Product: [Cl:1][C:2]1[CH:26]=[CH:25][C:24]([Cl:27])=[CH:23][C:3]=1[O:4][C:5]1[C:6]([C:11]([NH:33][C:32]2[CH:34]=[C:35]([F:36])[C:29]([F:28])=[CH:30][C:31]=2[O:37][CH3:38])=[O:12])=[CH:7][N:8]=[CH:9][CH:10]=1. The catalyst class is: 644. (2) The catalyst class is: 10. Reactant: [CH2:1]1[NH:6][CH2:5][CH2:4][N:3]2[C@@H:7]([CH2:10][OH:11])[CH2:8][CH2:9][C@@H:2]12.[CH3:12][C:13]([O:16][C:17](O[C:17]([O:16][C:13]([CH3:15])([CH3:14])[CH3:12])=[O:18])=[O:18])([CH3:15])[CH3:14].C([O-])([O-])=O.[Na+].[Na+]. Product: [OH:11][CH2:10][C@@H:7]1[N:3]2[CH2:4][CH2:5][N:6]([C:17]([O:16][C:13]([CH3:15])([CH3:14])[CH3:12])=[O:18])[CH2:1][C@@H:2]2[CH2:9][CH2:8]1. (3) Reactant: [C:1]([NH:9][C:10](=[S:28])[NH:11][C:12]1[S:20][C:15]2[CH2:16][O:17][CH2:18][CH2:19][C:14]=2[C:13]=1[C:21]([O:23]C(C)(C)C)=[O:22])(=[O:8])[C:2]1[CH:7]=[CH:6][CH:5]=[CH:4][CH:3]=1.C(O)(C(F)(F)F)=O. Product: [C:1]([NH:9][C:10](=[S:28])[NH:11][C:12]1[S:20][C:15]2[CH2:16][O:17][CH2:18][CH2:19][C:14]=2[C:13]=1[C:21]([OH:23])=[O:22])(=[O:8])[C:2]1[CH:7]=[CH:6][CH:5]=[CH:4][CH:3]=1. The catalyst class is: 2.